Dataset: Forward reaction prediction with 1.9M reactions from USPTO patents (1976-2016). Task: Predict the product of the given reaction. (1) Given the reactants [OH:1][CH:2]1[C:6]2([CH2:11][CH2:10][N:9]([C:12]([O:14][C:15]([CH3:18])([CH3:17])[CH3:16])=[O:13])[CH2:8][CH2:7]2)[C:5](=[O:19])[NH:4][CH2:3]1.Br[C:21]1[CH2:25][O:24][C:23](=[O:26])[CH:22]=1.CC1(C)C2C(=C(P(C3C=CC=CC=3)C3C=CC=CC=3)C=CC=2)OC2C(P(C3C=CC=CC=3)C3C=CC=CC=3)=CC=CC1=2.C([O-])([O-])=O.[K+].[K+].O, predict the reaction product. The product is: [OH:1][CH:2]1[C:6]2([CH2:7][CH2:8][N:9]([C:12]([O:14][C:15]([CH3:16])([CH3:18])[CH3:17])=[O:13])[CH2:10][CH2:11]2)[C:5](=[O:19])[N:4]([C:21]2[CH2:25][O:24][C:23](=[O:26])[CH:22]=2)[CH2:3]1. (2) Given the reactants [OH:1][C:2]1([C:14]2[S:15][C:16]([C:19]3[CH:24]=[C:23]([CH3:25])[CH:22]=[C:21]([NH:26][C:27]4[CH:32]=[C:31]([C:33]([F:36])([F:35])[F:34])[CH:30]=[CH:29][N:28]=4)[N:20]=3)=[CH:17][N:18]=2)[CH2:11][CH2:10][CH2:9][C:8]2[CH:7]=[C:6]([C:12]#[N:13])[CH:5]=[CH:4][C:3]1=2.[N-:37]=[N+:38]=[N-:39].[Na+], predict the reaction product. The product is: [CH3:25][C:23]1[CH:22]=[C:21]([NH:26][C:27]2[CH:32]=[C:31]([C:33]([F:35])([F:34])[F:36])[CH:30]=[CH:29][N:28]=2)[N:20]=[C:19]([C:16]2[S:15][C:14]([C:2]3([OH:1])[C:3]4[C:8](=[CH:7][C:6]([C:12]5[N:37]=[N:38][NH:39][N:13]=5)=[CH:5][CH:4]=4)[CH2:9][CH2:10][CH2:11]3)=[N:18][CH:17]=2)[CH:24]=1. (3) The product is: [Br:1][C:2]1[C:3]([F:12])=[C:4]2[C:10]([NH:11][C:21](=[O:22])[C:18]3[CH:17]=[CH:16][C:15]([C:14]([F:24])([F:13])[F:25])=[CH:20][N:19]=3)=[CH:9][NH:8][C:5]2=[N:6][CH:7]=1. Given the reactants [Br:1][C:2]1[C:3]([F:12])=[C:4]2[C:10]([NH2:11])=[CH:9][NH:8][C:5]2=[N:6][CH:7]=1.[F:13][C:14]([F:25])([F:24])[C:15]1[CH:16]=[CH:17][C:18]([C:21](O)=[O:22])=[N:19][CH:20]=1.C1N(P(Cl)(N2C(=O)OCC2)=O)C(=O)OC1.[Li+].[OH-], predict the reaction product. (4) Given the reactants [CH3:1]I.[CH:3]1[C:12]2[CH:11]=[CH:10][CH:9]=[C:8]([CH:13]=[O:14])[C:7]=2[CH:6]=[CH:5][N:4]=1, predict the reaction product. The product is: [CH:3]1[C:12]2[C:7](=[C:8]([CH:13]([OH:14])[CH3:1])[CH:9]=[CH:10][CH:11]=2)[CH:6]=[CH:5][N:4]=1.